Predict the reactants needed to synthesize the given product. From a dataset of Full USPTO retrosynthesis dataset with 1.9M reactions from patents (1976-2016). (1) Given the product [Cl:1][C:2]1[N:7]=[CH:6][C:5]([S:8]([NH:12][CH2:13][CH2:14][NH:15][C:16](=[O:22])[O:17][C:18]([CH3:20])([CH3:19])[CH3:21])(=[O:10])=[O:9])=[CH:4][CH:3]=1, predict the reactants needed to synthesize it. The reactants are: [Cl:1][C:2]1[N:7]=[CH:6][C:5]([S:8](Cl)(=[O:10])=[O:9])=[CH:4][CH:3]=1.[NH2:12][CH2:13][CH2:14][NH:15][C:16](=[O:22])[O:17][C:18]([CH3:21])([CH3:20])[CH3:19].C(N(CC)CC)C. (2) Given the product [CH2:5]([O:4][C:2]([NH:8][C@@H:9]([CH:10]([CH3:12])[CH3:11])[C:13]([OH:15])=[O:14])=[O:3])[CH:6]=[CH2:7], predict the reactants needed to synthesize it. The reactants are: Cl[C:2]([O:4][CH2:5][CH:6]=[CH2:7])=[O:3].[NH2:8][C@H:9]([C:13]([OH:15])=[O:14])[CH:10]([CH3:12])[CH3:11].C(=O)([O-])[O-].[K+].[K+].